This data is from Peptide-MHC class I binding affinity with 185,985 pairs from IEDB/IMGT. The task is: Regression. Given a peptide amino acid sequence and an MHC pseudo amino acid sequence, predict their binding affinity value. This is MHC class I binding data. (1) The peptide sequence is SYIRYFTVF. The MHC is HLA-B57:01 with pseudo-sequence HLA-B57:01. The binding affinity (normalized) is 0.0847. (2) The peptide sequence is RRAIRGEQL. The MHC is Mamu-B03 with pseudo-sequence Mamu-B03. The binding affinity (normalized) is 0.814.